This data is from Catalyst prediction with 721,799 reactions and 888 catalyst types from USPTO. The task is: Predict which catalyst facilitates the given reaction. Reactant: Cl.[NH2:2]O.[OH:4][C:5]1[CH:14]=[C:13]2[C:8]([C:9](=[O:24])[C:10]([C:16]3[CH:21]=[CH:20][C:19]([O:22][CH3:23])=[CH:18][CH:17]=3)=[C:11]([CH3:15])[O:12]2)=[CH:7][C:6]=1[C:25]1[CH:30]=[CH:29][CH:28]=[CH:27][CH:26]=1.O. Product: [CH3:23][O:22][C:19]1[CH:20]=[CH:21][C:16]([C:10]2[C:11]([CH3:15])=[N:2][O:24][C:9]=2[C:8]2[CH:7]=[C:6]([C:25]3[CH:30]=[CH:29][CH:28]=[CH:27][CH:26]=3)[C:5]([OH:4])=[CH:14][C:13]=2[OH:12])=[CH:17][CH:18]=1. The catalyst class is: 17.